Dataset: NCI-60 drug combinations with 297,098 pairs across 59 cell lines. Task: Regression. Given two drug SMILES strings and cell line genomic features, predict the synergy score measuring deviation from expected non-interaction effect. (1) Drug 1: COC1=NC(=NC2=C1N=CN2C3C(C(C(O3)CO)O)O)N. Drug 2: CC1CCCC2(C(O2)CC(NC(=O)CC(C(C(=O)C(C1O)C)(C)C)O)C(=CC3=CSC(=N3)C)C)C. Cell line: SK-MEL-2. Synergy scores: CSS=73.5, Synergy_ZIP=6.33, Synergy_Bliss=6.71, Synergy_Loewe=-29.1, Synergy_HSA=6.04. (2) Synergy scores: CSS=21.7, Synergy_ZIP=-8.50, Synergy_Bliss=-6.23, Synergy_Loewe=-20.1, Synergy_HSA=-4.53. Drug 1: C1C(C(OC1N2C=C(C(=O)NC2=O)F)CO)O. Cell line: HOP-92. Drug 2: C1C(C(OC1N2C=NC(=NC2=O)N)CO)O. (3) Cell line: SF-268. Drug 2: CC1=C(C(=CC=C1)Cl)NC(=O)C2=CN=C(S2)NC3=CC(=NC(=N3)C)N4CCN(CC4)CCO. Synergy scores: CSS=25.2, Synergy_ZIP=-2.90, Synergy_Bliss=1.34, Synergy_Loewe=-5.25, Synergy_HSA=-0.489. Drug 1: CC1C(C(CC(O1)OC2CC(CC3=C2C(=C4C(=C3O)C(=O)C5=C(C4=O)C(=CC=C5)OC)O)(C(=O)C)O)N)O.Cl. (4) Drug 1: C1=NC2=C(N1)C(=S)N=C(N2)N. Drug 2: COC1=NC(=NC2=C1N=CN2C3C(C(C(O3)CO)O)O)N. Cell line: CCRF-CEM. Synergy scores: CSS=69.2, Synergy_ZIP=-4.17, Synergy_Bliss=-5.82, Synergy_Loewe=-3.23, Synergy_HSA=-1.29. (5) Drug 1: CC1C(C(CC(O1)OC2CC(CC3=C2C(=C4C(=C3O)C(=O)C5=C(C4=O)C(=CC=C5)OC)O)(C(=O)C)O)N)O.Cl. Drug 2: CC1=C(N=C(N=C1N)C(CC(=O)N)NCC(C(=O)N)N)C(=O)NC(C(C2=CN=CN2)OC3C(C(C(C(O3)CO)O)O)OC4C(C(C(C(O4)CO)O)OC(=O)N)O)C(=O)NC(C)C(C(C)C(=O)NC(C(C)O)C(=O)NCCC5=NC(=CS5)C6=NC(=CS6)C(=O)NCCC[S+](C)C)O. Cell line: KM12. Synergy scores: CSS=23.5, Synergy_ZIP=-12.9, Synergy_Bliss=-11.4, Synergy_Loewe=1.34, Synergy_HSA=1.59. (6) Drug 1: CC1=C(C=C(C=C1)NC2=NC=CC(=N2)N(C)C3=CC4=NN(C(=C4C=C3)C)C)S(=O)(=O)N.Cl. Drug 2: COC1=C(C=C2C(=C1)N=CN=C2NC3=CC(=C(C=C3)F)Cl)OCCCN4CCOCC4. Cell line: SNB-19. Synergy scores: CSS=4.88, Synergy_ZIP=-0.819, Synergy_Bliss=0.757, Synergy_Loewe=-2.43, Synergy_HSA=-0.477.